This data is from Forward reaction prediction with 1.9M reactions from USPTO patents (1976-2016). The task is: Predict the product of the given reaction. (1) Given the reactants I.[CH3:2][N:3]1[C:8]([CH3:10])([CH3:9])[CH2:7][C:6](=O)[CH2:5][C:4]1([CH3:13])[CH3:12].Cl.[NH2:15][OH:16].[OH-].[Na+], predict the reaction product. The product is: [CH3:2][N:3]1[C:8]([CH3:10])([CH3:9])[CH2:7][C:6](=[N:15][OH:16])[CH2:5][C:4]1([CH3:13])[CH3:12]. (2) Given the reactants [CH3:1][O:2][C:3]1[CH:8]=[C:7]([CH3:9])[C:6]([S:10]([N:13]([CH2:15][C:16]2[O:17][CH:18]=[C:19]([C:21](O)=[O:22])[N:20]=2)[CH3:14])(=[O:12])=[O:11])=[C:5]([CH3:24])[CH:4]=1.CCN=C=NCCCN(C)C.C1C=CC2N(O)N=NC=2C=1.CCN(C(C)C)C(C)C.Cl.[CH3:56][NH:57][CH2:58][C:59]1[CH:71]=[CH:70][C:62]([CH2:63][N:64]2[CH2:68][CH2:67][CH:66]([OH:69])[CH2:65]2)=[CH:61][CH:60]=1, predict the reaction product. The product is: [OH:69][CH:66]1[CH2:67][CH2:68][N:64]([CH2:63][C:62]2[CH:70]=[CH:71][C:59]([CH2:58][N:57]([CH3:56])[C:21]([C:19]3[N:20]=[C:16]([CH2:15][N:13]([S:10]([C:6]4[C:5]([CH3:24])=[CH:4][C:3]([O:2][CH3:1])=[CH:8][C:7]=4[CH3:9])(=[O:12])=[O:11])[CH3:14])[O:17][CH:18]=3)=[O:22])=[CH:60][CH:61]=2)[CH2:65]1. (3) Given the reactants O=[C:2]1[CH2:7][CH2:6][O:5][CH2:4][CH:3]1[C:8]([O:10]C)=O.Cl.[NH2:13][C:14](=[NH:27])[CH2:15][NH:16][C:17](=[O:26])[O:18][CH2:19][C:20]1[CH:25]=[CH:24][CH:23]=[CH:22][CH:21]=1.[O-]CC.[Na+], predict the reaction product. The product is: [O:10]=[C:8]1[NH:27][C:14]([CH2:15][NH:16][C:17](=[O:26])[O:18][CH2:19][C:20]2[CH:21]=[CH:22][CH:23]=[CH:24][CH:25]=2)=[N:13][C:2]2[CH2:7][CH2:6][O:5][CH2:4][C:3]1=2. (4) The product is: [Cl:1][C:2]1[CH:3]=[CH:4][C:5]([C@H:8]2[C@@H:12]([C:13]3[CH:14]=[CH:15][C:16]([Cl:19])=[CH:17][CH:18]=3)[N:11]([C:20]([N:47]3[CH2:46][CH2:45][N:44]([CH2:43][C:42]([N:41]([CH2:40][CH2:39][C:37]#[N:38])[CH3:51])=[O:50])[CH2:49][CH2:48]3)=[O:21])[C:10]([C:23]3[CH:28]=[CH:27][C:26]([C:29]([C:32]#[N:33])([CH3:30])[CH3:31])=[CH:25][C:24]=3[O:34][CH2:35][CH3:36])=[N:9]2)=[CH:6][CH:7]=1. Given the reactants [Cl:1][C:2]1[CH:7]=[CH:6][C:5]([C@H:8]2[C@@H:12]([C:13]3[CH:18]=[CH:17][C:16]([Cl:19])=[CH:15][CH:14]=3)[N:11]([C:20](Cl)=[O:21])[C:10]([C:23]3[CH:28]=[CH:27][C:26]([C:29]([C:32]#[N:33])([CH3:31])[CH3:30])=[CH:25][C:24]=3[O:34][CH2:35][CH3:36])=[N:9]2)=[CH:4][CH:3]=1.[C:37]([CH2:39][CH2:40][N:41]([CH3:51])[C:42](=[O:50])[CH2:43][N:44]1[CH2:49][CH2:48][NH:47][CH2:46][CH2:45]1)#[N:38], predict the reaction product. (5) The product is: [C:3]([C:7]1[CH:12]=[C:11]([Cl:13])[CH:10]=[CH:9][C:8]=1[N:14]1[CH2:19][CH2:18][N:17]([C:27]([C:24]2[N:25]=[CH:26][C:21]([OH:20])=[CH:22][CH:23]=2)=[O:28])[CH2:16][CH2:15]1)([CH3:6])([CH3:4])[CH3:5]. Given the reactants Cl.Cl.[C:3]([C:7]1[CH:12]=[C:11]([Cl:13])[CH:10]=[CH:9][C:8]=1[N:14]1[CH2:19][CH2:18][NH:17][CH2:16][CH2:15]1)([CH3:6])([CH3:5])[CH3:4].[OH:20][C:21]1[CH:22]=[CH:23][C:24]([C:27](O)=[O:28])=[N:25][CH:26]=1.C(N(CC)CC)C.CCN=C=NCCCN(C)C.C1C=CC2N(O)N=NC=2C=1.C([O-])(O)=O.[Na+], predict the reaction product. (6) Given the reactants [C:1]1([C:7]([C:9]([C:11]2[CH:16]=[CH:15][CH:14]=[CH:13][CH:12]=2)=[O:10])=[O:8])[CH:6]=[CH:5][CH:4]=[CH:3][CH:2]=1.[BH4-].[Na+], predict the reaction product. The product is: [C:11]1([CH:9]([CH:7]([C:1]2[CH:6]=[CH:5][CH:4]=[CH:3][CH:2]=2)[OH:8])[OH:10])[CH:12]=[CH:13][CH:14]=[CH:15][CH:16]=1. (7) Given the reactants [Li+].[I-].[C:3]([O:6][CH:7]([CH2:11][CH:12]=[C:13]([CH3:21])[CH2:14][CH2:15][CH2:16][CH:17]([CH3:20])[CH:18]=[O:19])[C:8](=[O:10])[CH3:9])(=[O:5])[CH3:4].[CH3:22][O:23][C:24](=[O:43])[CH2:25][C@H:26]([O:35][Si:36]([C:39]([CH3:42])([CH3:41])[CH3:40])([CH3:38])[CH3:37])[C:27]([CH3:34])([CH3:33])[C:28](=[O:32])[CH:29](Br)[CH3:30], predict the reaction product. The product is: [CH3:22][O:23][C:24](=[O:43])[CH2:25][CH:26]([O:35][Si:36]([C:39]([CH3:42])([CH3:41])[CH3:40])([CH3:37])[CH3:38])[C:27]([CH3:33])([CH3:34])[C:28](=[O:32])[CH:29]([CH3:30])[CH:18]([OH:19])[CH:17]([CH3:20])[CH2:16][CH2:15][CH2:14][C:13]([CH3:21])=[CH:12][CH2:11][CH:7]([O:6][C:3](=[O:5])[CH3:4])[C:8](=[O:10])[CH3:9].